Dataset: NCI-60 drug combinations with 297,098 pairs across 59 cell lines. Task: Regression. Given two drug SMILES strings and cell line genomic features, predict the synergy score measuring deviation from expected non-interaction effect. (1) Drug 1: CC1=C(C=C(C=C1)NC2=NC=CC(=N2)N(C)C3=CC4=NN(C(=C4C=C3)C)C)S(=O)(=O)N.Cl. Drug 2: C1CN1P(=S)(N2CC2)N3CC3. Cell line: NCI-H522. Synergy scores: CSS=8.15, Synergy_ZIP=-3.60, Synergy_Bliss=-5.62, Synergy_Loewe=-9.84, Synergy_HSA=-5.32. (2) Drug 1: CCC1(CC2CC(C3=C(CCN(C2)C1)C4=CC=CC=C4N3)(C5=C(C=C6C(=C5)C78CCN9C7C(C=CC9)(C(C(C8N6C)(C(=O)OC)O)OC(=O)C)CC)OC)C(=O)OC)O.OS(=O)(=O)O. Drug 2: CC=C1C(=O)NC(C(=O)OC2CC(=O)NC(C(=O)NC(CSSCCC=C2)C(=O)N1)C(C)C)C(C)C. Cell line: A498. Synergy scores: CSS=22.7, Synergy_ZIP=-9.74, Synergy_Bliss=-1.54, Synergy_Loewe=-19.8, Synergy_HSA=-0.206. (3) Drug 1: CN1CCC(CC1)COC2=C(C=C3C(=C2)N=CN=C3NC4=C(C=C(C=C4)Br)F)OC. Drug 2: N.N.Cl[Pt+2]Cl. Cell line: OVCAR-5. Synergy scores: CSS=9.11, Synergy_ZIP=-5.07, Synergy_Bliss=-3.06, Synergy_Loewe=-9.99, Synergy_HSA=-4.02. (4) Drug 1: C1=CC=C(C(=C1)C(C2=CC=C(C=C2)Cl)C(Cl)Cl)Cl. Drug 2: CCCCCOC(=O)NC1=NC(=O)N(C=C1F)C2C(C(C(O2)C)O)O. Cell line: 786-0. Synergy scores: CSS=11.2, Synergy_ZIP=-1.87, Synergy_Bliss=0.0413, Synergy_Loewe=-7.06, Synergy_HSA=-1.07.